From a dataset of Forward reaction prediction with 1.9M reactions from USPTO patents (1976-2016). Predict the product of the given reaction. Given the reactants [C:1]([CH:9]1[CH2:14][CH2:13][CH2:12][CH2:11][CH2:10]1)(=O)[C:2]1[CH:7]=[CH:6][CH:5]=[CH:4][CH:3]=1.[C:15]([NH:18][NH2:19])([NH2:17])=[NH:16].Cl, predict the reaction product. The product is: [CH:9]1([C:1](=[N:19][NH:18][C:15]([NH2:17])=[NH:16])[C:2]2[CH:7]=[CH:6][CH:5]=[CH:4][CH:3]=2)[CH2:14][CH2:13][CH2:12][CH2:11][CH2:10]1.